Dataset: Reaction yield outcomes from USPTO patents with 853,638 reactions. Task: Predict the reaction yield, written as a fraction of the theoretical maximum amount of product (1.0 means a 100% yield; for example, 0.34 means a 34% yield). (1) The reactants are [C:1]([C:3]1[C:11]2[C:6](=[CH:7][C:8](C(O)=O)=[CH:9][CH:10]=2)[N:5]([CH2:15][CH3:16])[CH:4]=1)#[N:2].CC[N:19]([CH2:22]C)CC.C1(P(N=[N+]=[N-])(C2C=CC=CC=2)=[O:31])C=CC=CC=1.[C:41]([OH:45])([CH3:44])([CH3:43])[CH3:42]. The catalyst is CCOC(C)=O. The product is [C:41]([O:45][C:22](=[O:31])[NH:19][C:8]1[CH:7]=[C:6]2[C:11]([C:3]([C:1]#[N:2])=[CH:4][N:5]2[CH2:15][CH3:16])=[CH:10][CH:9]=1)([CH3:44])([CH3:43])[CH3:42]. The yield is 0.650. (2) The reactants are [Cl-].[Cl-].[Cl-].[Al+3].C[N+]([O-])=O.[F:9][C:10]1[C:27]([NH:28][S:29]([CH2:32][CH2:33][CH3:34])(=[O:31])=[O:30])=[CH:26][CH:25]=[C:24]([F:35])[C:11]=1[C:12]([NH:14][C:15]1[CH:16]=[C:17]2[CH:23]=[CH:22][NH:21][C:18]2=[N:19][CH:20]=1)=[O:13].[Cl:36][CH2:37][C:38](Cl)=[O:39]. The catalyst is C(Cl)Cl.[Cl-].[NH4+]. The product is [Cl:36][CH2:37][C:38]([C:23]1[C:17]2[C:18](=[N:19][CH:20]=[C:15]([NH:14][C:12](=[O:13])[C:11]3[C:24]([F:35])=[CH:25][CH:26]=[C:27]([NH:28][S:29]([CH2:32][CH2:33][CH3:34])(=[O:31])=[O:30])[C:10]=3[F:9])[CH:16]=2)[NH:21][CH:22]=1)=[O:39]. The yield is 0.500. (3) The reactants are C(OC(=O)[NH:10][CH2:11][C:12]1[N:16]2[C:17](=[O:29])[C:18]3[NH:19][CH:20]=[N:21][C:22]=3[N:23]([CH2:24][CH2:25][CH2:26][CH2:27][CH3:28])[C:15]2=[N:14][N:13]=1)C1C=CC=CC=1.[ClH:31]. The catalyst is CO.[Pd]. The product is [ClH:31].[NH2:10][CH2:11][C:12]1[N:16]2[C:17](=[O:29])[C:18]3[NH:19][CH:20]=[N:21][C:22]=3[N:23]([CH2:24][CH2:25][CH2:26][CH2:27][CH3:28])[C:15]2=[N:14][N:13]=1. The yield is 0.920. (4) The reactants are [F:1][C:2]1[C:7]([C:8](=[O:10])[CH3:9])=[CH:6][CH:5]=[CH:4][N:3]=1.[Br:11]Br. The catalyst is Br.C(O)(=O)C. The product is [BrH:11].[Br:11][CH2:9][C:8]([C:7]1[C:2]([F:1])=[N:3][CH:4]=[CH:5][CH:6]=1)=[O:10]. The yield is 0.540. (5) The reactants are [BH4-].[Na+].[F:3][C:4]1[CH:9]=[CH:8][C:7]([C:10](=[O:30])[CH:11]([CH2:17][C:18]2[CH:23]=[CH:22][CH:21]=[C:20]([O:24][CH2:25][C:26]([F:29])([F:28])[F:27])[CH:19]=2)[C:12]([O:14][CH2:15][CH3:16])=[O:13])=[CH:6][CH:5]=1.Cl. The catalyst is C(OCC)C.[Cl-].[Zn+2].[Cl-]. The product is [F:3][C:4]1[CH:9]=[CH:8][C:7]([CH:10]([OH:30])[CH:11]([CH2:17][C:18]2[CH:23]=[CH:22][CH:21]=[C:20]([O:24][CH2:25][C:26]([F:28])([F:29])[F:27])[CH:19]=2)[C:12]([O:14][CH2:15][CH3:16])=[O:13])=[CH:6][CH:5]=1. The yield is 0.850.